This data is from Full USPTO retrosynthesis dataset with 1.9M reactions from patents (1976-2016). The task is: Predict the reactants needed to synthesize the given product. Given the product [S:10]1[CH:20]=[CH:19][N:12]=[C:11]1[NH:1][C:2]1[C:3](=[O:8])[NH:4][CH:5]=[CH:6][CH:7]=1, predict the reactants needed to synthesize it. The reactants are: [NH2:1][C:2]1[C:3](=[O:8])[NH:4][CH:5]=[CH:6][CH:7]=1.Cl.[S-:10][C:11]#[N:12].[NH4+].NC(N)=S.Cl[CH2:19][CH:20]=O.